This data is from Full USPTO retrosynthesis dataset with 1.9M reactions from patents (1976-2016). The task is: Predict the reactants needed to synthesize the given product. (1) Given the product [OH:32][C:30]1[CH:31]=[C:26]([NH:25][CH:2]=[C:3]2[C:11]3[C:6](=[CH:7][C:8]([C:12]([C:14]4[CH:19]=[CH:18][C:17]([NH:20][C:21](=[O:23])[CH3:22])=[CH:16][CH:15]=4)=[O:13])=[CH:9][CH:10]=3)[NH:5][C:4]2=[O:24])[CH:27]=[CH:28][C:29]=1[O:33][CH3:34], predict the reactants needed to synthesize it. The reactants are: O[CH:2]=[C:3]1[C:11]2[C:6](=[CH:7][C:8]([C:12]([C:14]3[CH:19]=[CH:18][C:17]([NH:20][C:21](=[O:23])[CH3:22])=[CH:16][CH:15]=3)=[O:13])=[CH:9][CH:10]=2)[NH:5][C:4]1=[O:24].[NH2:25][C:26]1[CH:27]=[CH:28][C:29]([O:33][CH3:34])=[C:30]([OH:32])[CH:31]=1. (2) The reactants are: [F:1][C:2]([F:8])([F:7])[S:3]([O-:6])(=[O:5])=[O:4].[Na+].[CH3:10][N:11]([C:13]([N:16]([CH3:18])[CH3:17])(Cl)[Cl:14])[CH3:12].C(OCC)C. Given the product [F:1][C:2]([F:8])([F:7])[S:3]([O-:6])(=[O:5])=[O:4].[CH3:10][N:11]([C+:13]([N:16]([CH3:18])[CH3:17])[Cl:14])[CH3:12], predict the reactants needed to synthesize it. (3) Given the product [CH3:33][O:38][C:35](=[O:37])[C:24]1[CH:25]=[C:26]([C:27]#[N:28])[CH:29]=[CH:30][C:23]=1[CH:5]1[C:4]([C:1](=[O:3])[CH3:2])=[C:9]([CH3:10])[N:8]([C:11]2[CH:16]=[CH:15][CH:14]=[C:13]([C:17]([F:20])([F:18])[F:19])[CH:12]=2)[C:7](=[O:21])[N:6]1[CH3:22], predict the reactants needed to synthesize it. The reactants are: [C:1]([C:4]1[CH:5]([C:23]2[CH:30]=[CH:29][C:26]([C:27]#[N:28])=[CH:25][C:24]=2Br)[N:6]([CH3:22])[C:7](=[O:21])[N:8]([C:11]2[CH:16]=[CH:15][CH:14]=[C:13]([C:17]([F:20])([F:19])[F:18])[CH:12]=2)[C:9]=1[CH3:10])(=[O:3])[CH3:2].Cl[CH2:33]Cl.[C:35]([O-:38])(=[O:37])C.[Na+].[C]=O.